Task: Predict the reactants needed to synthesize the given product.. Dataset: Full USPTO retrosynthesis dataset with 1.9M reactions from patents (1976-2016) (1) Given the product [NH2:1][C:2]1[C:11]2[C:6](=[CH:7][CH:8]=[CH:9][C:10]=2[O:12][CH2:13][C:14]([CH3:19])([CH3:18])[C:15]([NH:31][CH2:30][CH:26]2[CH2:29][CH2:28][CH2:27]2)=[O:16])[N:5]=[C:4]([CH3:20])[C:3]=1[C:21]([O:23][CH2:24][CH3:25])=[O:22], predict the reactants needed to synthesize it. The reactants are: [NH2:1][C:2]1[C:11]2[C:6](=[CH:7][CH:8]=[CH:9][C:10]=2[O:12][CH2:13][C:14]([CH3:19])([CH3:18])[C:15](O)=[O:16])[N:5]=[C:4]([CH3:20])[C:3]=1[C:21]([O:23][CH2:24][CH3:25])=[O:22].[CH:26]1([CH2:30][NH2:31])[CH2:29][CH2:28][CH2:27]1. (2) Given the product [ClH:27].[C:16]([C:15]1[CH:18]=[CH:19][C:12]([O:11][C:9]2[CH:8]=[CH:7][C:6]3[B:2]([OH:1])[O:3][CH2:4][C:5]=3[CH:10]=2)=[C:13]([CH:14]=1)[CH2:20][N:21]1[CH2:26][CH2:25][O:24][CH2:23][CH2:22]1)#[N:17], predict the reactants needed to synthesize it. The reactants are: [OH:1][B:2]1[C:6]2[CH:7]=[CH:8][C:9]([O:11][C:12]3[CH:19]=[CH:18][C:15]([C:16]#[N:17])=[CH:14][C:13]=3[CH2:20][N:21]3[CH2:26][CH2:25][O:24][CH2:23][CH2:22]3)=[CH:10][C:5]=2[CH2:4][O:3]1.[ClH:27].O1CCOCC1.C1COCC1. (3) Given the product [CH3:10][C:5]1[O:6][C:7]2[C:3](=[CH:2][S:1][CH:8]=2)[N:4]=1, predict the reactants needed to synthesize it. The reactants are: [SH:1][CH2:2][C:3]1[N:4]=[C:5]([CH3:10])[O:6][C:7]=1[CH:8]=O.C(O)(=O)C. (4) Given the product [CH:21]([N:20]1[C:16]([C:14]2[N:15]=[C:6]3[C:5]4[CH:4]=[CH:3][C:2]([N:27]5[CH2:28][CH2:29][NH:24][C:25](=[O:30])[CH2:26]5)=[N:12][C:11]=4[O:10][CH2:9][CH2:8][N:7]3[CH:13]=2)=[N:17][CH:18]=[N:19]1)([CH3:23])[CH3:22], predict the reactants needed to synthesize it. The reactants are: Cl[C:2]1[CH:3]=[CH:4][C:5]2[C:6]3[N:7]([CH:13]=[C:14]([C:16]4[N:20]([CH:21]([CH3:23])[CH3:22])[N:19]=[CH:18][N:17]=4)[N:15]=3)[CH2:8][CH2:9][O:10][C:11]=2[N:12]=1.[NH:24]1[CH2:29][CH2:28][NH:27][CH2:26][C:25]1=[O:30]. (5) Given the product [Br:19][C:20]1[CH:25]=[CH:24][C:23]2[C:13]3[CH:4]4[N:8]([CH2:7][CH2:6][CH2:5]4)[CH2:16][CH2:14][C:12]=3[N:26]([CH3:28])[C:22]=2[CH:21]=1, predict the reactants needed to synthesize it. The reactants are: C(O[CH:4](OCC)[CH2:5][CH2:6][CH2:7][NH2:8])C.[CH:12]([C:14]([CH3:16])=O)=[CH2:13].Cl.Cl.[Br:19][C:20]1[CH:21]=[C:22]([N:26]([CH3:28])N)[CH:23]=[CH:24][CH:25]=1. (6) The reactants are: [NH2:1][C:2]1[CH:10]=[C:9]2[C:5]([CH2:6][CH2:7][CH:8]2[NH:11][C:12](=[O:17])[C:13]([F:16])([F:15])[F:14])=[CH:4][CH:3]=1.[NH4+].[N:19]#[C:20][S-:21].BrBr.C([O-])([O-])=O.[Na+].[Na+].[OH-].[Na+]. Given the product [F:16][C:13]([F:14])([F:15])[C:12]([NH:11][CH:8]1[CH2:7][CH2:6][C:5]2[CH:4]=[C:3]3[C:2]([N:1]=[C:20]([NH2:19])[S:21]3)=[CH:10][C:9]1=2)=[O:17], predict the reactants needed to synthesize it. (7) The reactants are: [Cl:1][C:2]1[CH:3]=[C:4]([CH:8]=[CH:9][C:10]=1[C:11]([O:13][CH3:14])=[O:12])[C:5]([OH:7])=[O:6].C1N=CN(C(N2C=NC=C2)=O)C=1.[CH3:27][C:28](O)([CH3:30])[CH3:29].C1CCN2C(=NCCC2)CC1. Given the product [CH3:14][O:13][C:11](=[O:12])[C:10]1[CH:9]=[CH:8][C:4]([C:5]([O:7][C:28]([CH3:30])([CH3:29])[CH3:27])=[O:6])=[CH:3][C:2]=1[Cl:1], predict the reactants needed to synthesize it. (8) Given the product [Cl:23][C:24]1[CH:25]=[CH:26][C:27]([N:37]2[CH:41]=[C:40]([C:42]([F:43])([F:44])[F:45])[N:39]=[N:38]2)=[C:28]([C:30]2[N:35]=[CH:34][N:1]([C@@H:2]3[C:19]4[CH:20]=[C:15]([CH:16]=[N:17][CH:18]=4)[C:14]4[C:9](=[CH:10][N:11]=[CH:12][CH:13]=4)[NH:8][C:7](=[O:21])[C@H:6]([CH3:22])[CH2:5][CH2:4][CH2:3]3)[C:32](=[O:36])[CH:31]=2)[CH:29]=1, predict the reactants needed to synthesize it. The reactants are: [NH2:1][C@@H:2]1[C:19]2[CH:20]=[C:15]([CH:16]=[N:17][CH:18]=2)[C:14]2[CH:13]=[CH:12][N:11]=[CH:10][C:9]=2[NH:8][C:7](=[O:21])[C@H:6]([CH3:22])[CH2:5][CH2:4][CH2:3]1.[Cl:23][C:24]1[CH:25]=[CH:26][C:27]([N:37]2[CH:41]=[C:40]([C:42]([F:45])([F:44])[F:43])[N:39]=[N:38]2)=[C:28]([C:30]2[N:35]=[CH:34]N=[C:32]([OH:36])[CH:31]=2)[CH:29]=1. (9) Given the product [CH3:23][S:24]([N:1]1[CH2:6][CH2:5][NH:4][CH2:3][CH2:2]1)(=[O:26])=[O:25], predict the reactants needed to synthesize it. The reactants are: [N:1]1(C(OCC2C=CC=CC=2)=O)[CH2:6][CH2:5][NH:4][CH2:3][CH2:2]1.N1C=CC=CC=1.[CH3:23][S:24](Cl)(=[O:26])=[O:25]. (10) Given the product [C:24]([O:23][C:21](=[O:22])[NH:1][C:2]1[CH:7]=[CH:6][C:5]([N+:8]([O-:10])=[O:9])=[CH:4][N:3]=1)([CH3:27])([CH3:26])[CH3:25], predict the reactants needed to synthesize it. The reactants are: [NH2:1][C:2]1[CH:7]=[CH:6][C:5]([N+:8]([O-:10])=[O:9])=[CH:4][N:3]=1.C[Si]([N-][Si](C)(C)C)(C)C.[Na+].[C:21](O[C:21]([O:23][C:24]([CH3:27])([CH3:26])[CH3:25])=[O:22])([O:23][C:24]([CH3:27])([CH3:26])[CH3:25])=[O:22].O.